From a dataset of Reaction yield outcomes from USPTO patents with 853,638 reactions. Predict the reaction yield, written as a fraction of the theoretical maximum amount of product (1.0 means a 100% yield; for example, 0.34 means a 34% yield). (1) The reactants are [Br:1][C:2]1[CH:3]=[CH:4][C:5]2[N:6]([C:8]([C:11]([C:14]3[N:15]=[N:16][C:17](Cl)=[CH:18][CH:19]=3)([F:13])[F:12])=[N:9][N:10]=2)[CH:7]=1.[CH3:21][O:22][C:23]1[CH:28]=[C:27]([O:29][CH3:30])[CH:26]=[CH:25][C:24]=1[CH2:31][NH2:32].C([O-])(O)=O.[Na+]. The catalyst is CC(O)C. The product is [Br:1][C:2]1[CH:3]=[CH:4][C:5]2[N:6]([C:8]([C:11]([F:13])([F:12])[C:14]3[N:15]=[N:16][C:17]([NH:32][CH2:31][C:24]4[CH:25]=[CH:26][C:27]([O:29][CH3:30])=[CH:28][C:23]=4[O:22][CH3:21])=[CH:18][CH:19]=3)=[N:9][N:10]=2)[CH:7]=1. The yield is 0.880. (2) The reactants are C([O:4][CH2:5][CH2:6][NH:7][C:8](=[O:35])[C:9]1[CH:14]=[CH:13][C:12]([Cl:15])=[C:11]([N:16]([CH3:34])[C:17]([C:19]2[S:33][C:22]3[C:23]4[CH:31]=[CH:30][C:29](Br)=[CH:28][C:24]=4[O:25][CH2:26][CH2:27][C:21]=3[CH:20]=2)=[O:18])[CH:10]=1)(=O)C.CC1(C)C2C(=C(P(C3C=CC=CC=3)C3C=CC=CC=3)C=CC=2)[O:57][C:39]2C(P(C3C=CC=CC=3)C3C=CC=CC=3)=CC=CC1=2.[CH3:78][S:79]([CH2:82][CH2:83][NH2:84])(=[O:81])=[O:80].Cl.C([O-])([O-])=O.[Na+].[Na+]. The catalyst is C1(C)C=CC=CC=1.CC([O-])=O.CC([O-])=O.[Pd+2]. The product is [Cl:15][C:12]1[CH:13]=[CH:14][C:9]([C:8](=[O:35])[NH:7][CH2:6][CH2:5][OH:4])=[CH:10][C:11]=1[N:16]([CH3:34])[C:17]([C:19]1[S:33][C:22]2[C:23]3[CH:31]=[CH:30][C:29]([C:39]([NH:84][CH2:83][CH2:82][S:79]([CH3:78])(=[O:81])=[O:80])=[O:57])=[CH:28][C:24]=3[O:25][CH2:26][CH2:27][C:21]=2[CH:20]=1)=[O:18]. The yield is 0.180. (3) The reactants are [CH3:1][O:2][C:3]1[C:4]([C:11]([O:13]CC)=[O:12])=[N:5][CH:6]=[C:7]([O:9][CH3:10])[N:8]=1.[OH-].[K+]. The catalyst is CO. The product is [CH3:1][O:2][C:3]1[C:4]([C:11]([OH:13])=[O:12])=[N:5][CH:6]=[C:7]([O:9][CH3:10])[N:8]=1. The yield is 0.960. (4) The reactants are [NH2:1][C@@H:2]1[C:10]2[C:5](=[CH:6][CH:7]=[CH:8][CH:9]=2)[CH2:4][CH2:3]1.[C:11]([O:15][C:16](O[C:16]([O:15][C:11]([CH3:14])([CH3:13])[CH3:12])=[O:17])=[O:17])([CH3:14])([CH3:13])[CH3:12]. The catalyst is C1COCC1. The product is [C@@H:2]1([NH:1][C:16](=[O:17])[O:15][C:11]([CH3:14])([CH3:13])[CH3:12])[C:10]2[C:5](=[CH:6][CH:7]=[CH:8][CH:9]=2)[CH2:4][CH2:3]1. The yield is 0.940. (5) The reactants are [C:1]([C:4]1[CH:9]=[CH:8][C:7]([S:10]([NH:13][CH2:14][C:15]([OH:17])=[O:16])(=[O:12])=[O:11])=[CH:6][CH:5]=1)(=[O:3])[CH3:2].[CH3:18][O:19][C:20]1[CH:27]=[C:26]([O:28][CH3:29])[C:25]([N:30]2[CH2:34][CH2:33][CH2:32][CH2:31]2)=[CH:24][C:21]=1[CH:22]=O.C[O-].[Li+]. The catalyst is CN(C=O)C.CO. The product is [CH3:18][O:19][C:20]1[CH:27]=[C:26]([O:28][CH3:29])[C:25]([N:30]2[CH2:34][CH2:33][CH2:32][CH2:31]2)=[CH:24][C:21]=1/[CH:22]=[CH:2]/[C:1]([C:4]1[CH:9]=[CH:8][C:7]([S:10]([NH:13][CH2:14][C:15]([OH:17])=[O:16])(=[O:12])=[O:11])=[CH:6][CH:5]=1)=[O:3]. The yield is 0.0800. (6) The reactants are Cl.NO.[CH3:4][C:5]1([CH3:13])[CH2:12][C:10](=[O:11])[CH2:9][C:7](=[O:8])[CH2:6]1.C([N:16](CC)CC)C.C1(C)C=CC(S(Cl)(=O)=O)=CC=1.C([O-])([O-])=O.[K+].[K+]. The catalyst is CO.CC#N.C1COCC1.CCCCCCC.O. The product is [CH3:4][C:5]1([CH3:13])[CH2:12][NH:16][C:10](=[O:11])[CH2:9][C:7](=[O:8])[CH2:6]1. The yield is 0.360. (7) The catalyst is CN(C=O)C.O. The product is [CH3:64][C:58]1[NH:57][C:56](=[O:65])[C:55]([CH2:54][NH:53][C:18]([C:8]2[C:9]3[CH:10]=[CH:11][N:12]([CH:15]([CH3:16])[CH3:17])[C:13]=3[CH:14]=[C:6]([O:5][CH2:4][CH2:3][N:2]([CH3:1])[CH3:21])[CH:7]=2)=[O:20])=[C:60]([CH2:61][CH2:62][CH3:63])[CH:59]=1. The yield is 0.190. The reactants are [CH3:1][N:2]([CH3:21])[CH2:3][CH2:4][O:5][C:6]1[CH:7]=[C:8]([C:18]([OH:20])=O)[C:9]2[CH:10]=[CH:11][N:12]([CH:15]([CH3:17])[CH3:16])[C:13]=2[CH:14]=1.CCN=C=NCCCN(C)C.Cl.C1C=CC2N(O)N=NC=2C=1.CCN(C(C)C)C(C)C.[NH2:53][CH2:54][C:55]1[C:56](=[O:65])[NH:57][C:58]([CH3:64])=[CH:59][C:60]=1[CH2:61][CH2:62][CH3:63].